Dataset: Full USPTO retrosynthesis dataset with 1.9M reactions from patents (1976-2016). Task: Predict the reactants needed to synthesize the given product. Given the product [CH2:1]([C:3]1[C:11]2[C:6](=[CH:7][CH:8]=[CH:9][C:10]=2[NH:12][C:13]([C:15]2[N:19]3[CH:20]=[CH:21][C:22]([CH2:24][CH2:25][N:39]4[CH2:40][CH2:41][C@@H:37]([F:36])[CH2:38]4)=[CH:23][C:18]3=[N:17][CH:16]=2)=[O:14])[N:5]([CH2:27][C:28]2[CH:33]=[CH:32][CH:31]=[C:30]([CH3:34])[N:29]=2)[N:4]=1)[CH3:2], predict the reactants needed to synthesize it. The reactants are: [CH2:1]([C:3]1[C:11]2[C:6](=[CH:7][CH:8]=[CH:9][C:10]=2[NH:12][C:13]([C:15]2[N:19]3[CH:20]=[CH:21][C:22]([CH2:24][CH:25]=O)=[CH:23][C:18]3=[N:17][CH:16]=2)=[O:14])[N:5]([CH2:27][C:28]2[CH:33]=[CH:32][CH:31]=[C:30]([CH3:34])[N:29]=2)[N:4]=1)[CH3:2].Cl.[F:36][C@@H:37]1[CH2:41][CH2:40][NH:39][CH2:38]1.